From a dataset of Forward reaction prediction with 1.9M reactions from USPTO patents (1976-2016). Predict the product of the given reaction. (1) Given the reactants Cl[S:2]([CH2:5][CH2:6][CH2:7][NH:8][C:9](=[O:11])[CH3:10])(=[O:4])=[O:3].[OH:12][CH2:13][C:14]([CH3:21])([CH3:20])[C:15]([O:17][CH2:18][CH3:19])=[O:16].C(N(CC)CC)C, predict the reaction product. The product is: [C:9]([NH:8][CH2:7][CH2:6][CH2:5][S:2]([O:12][CH2:13][C:14]([CH3:21])([CH3:20])[C:15]([O:17][CH2:18][CH3:19])=[O:16])(=[O:4])=[O:3])(=[O:11])[CH3:10]. (2) Given the reactants C(O[C:6]([N:8]1[C@H:17]([C:18](=[O:40])[NH:19][C@H:20]([C:36]([O:38]C)=[O:37])[CH2:21][C:22]2[CH:27]=[CH:26][C:25]([C:28]3[CH:33]=[CH:32][N:31]=[C:30]([CH3:34])[C:29]=3[CH3:35])=[CH:24][CH:23]=2)[CH2:16][C:15]2[CH:14]=[C:13]3[O:41][CH2:42][C@H:43]([C:45]4[CH:50]=[CH:49][C:48]([OH:51])=[CH:47][CH:46]=4)[O:44][C:12]3=[CH:11][C:10]=2[CH2:9]1)=[O:7])(C)(C)C.[Cl:52][C:53]1[CH:60]=[CH:59][CH:58]=[C:57]([Cl:61])[C:54]=1[CH2:55]Br.C(=O)([O-])[O-].[K+].[K+].C(Cl)CCl.[CH3:72][C:73]1[O:74][C:75]([CH3:81])=[C:76](C(O)=O)[N:77]=1, predict the reaction product. The product is: [Cl:52][C:53]1[CH:60]=[CH:59][CH:58]=[C:57]([Cl:61])[C:54]=1[CH2:55][O:51][C:48]1[CH:49]=[CH:50][C:45]([C@H:43]2[CH2:42][O:41][C:13]3=[CH:14][C:15]4[CH2:16][C@@H:17]([C:18]([NH:19][C@@H:20]([CH2:21][C:22]5[CH:27]=[CH:26][C:25]([C:28]6[CH:33]=[CH:32][N:31]=[C:30]([CH3:34])[C:29]=6[CH3:35])=[CH:24][CH:23]=5)[C:36]([OH:38])=[O:37])=[O:40])[N:8]([C:6]([C:76]5[N:77]=[C:73]([CH3:72])[O:74][C:75]=5[CH3:81])=[O:7])[CH2:9][C:10]=4[CH:11]=[C:12]3[O:44]2)=[CH:46][CH:47]=1. (3) Given the reactants C(N(C(C)C)CC)(C)C.[NH:10]1[CH2:15][CH2:14][CH:13]([C:16]([O:18][CH2:19][CH3:20])=[O:17])[CH2:12][CH2:11]1.Cl[C:22]1[CH:27]=[CH:26][CH:25]=[C:24]([O:28][CH3:29])[N:23]=1.O, predict the reaction product. The product is: [CH3:29][O:28][C:24]1[N:23]=[C:22]([N:10]2[CH2:15][CH2:14][CH:13]([C:16]([O:18][CH2:19][CH3:20])=[O:17])[CH2:12][CH2:11]2)[CH:27]=[CH:26][CH:25]=1. (4) Given the reactants C([O:3][C:4]([C:6]1[N:10]2[CH:11]=[CH:12][CH:13]=[N:14][C:9]2=[C:8]([CH2:15][C:16]2[CH:21]=[CH:20][CH:19]=[CH:18][C:17]=2[F:22])[N:7]=1)=O)C.[NH3:23], predict the reaction product. The product is: [F:22][C:17]1[CH:18]=[CH:19][CH:20]=[CH:21][C:16]=1[CH2:15][C:8]1[N:7]=[C:6]([C:4]([NH2:23])=[O:3])[N:10]2[CH:11]=[CH:12][CH:13]=[N:14][C:9]=12. (5) Given the reactants [N+:1]([C:4]1[CH:17]=[CH:16][CH:15]=[CH:14][C:5]=1[CH2:6][N:7]1[CH2:12][CH2:11][O:10][CH2:9][C:8]1=[O:13])([O-])=O.[Cl-].[NH4+], predict the reaction product. The product is: [NH2:1][C:4]1[CH:17]=[CH:16][CH:15]=[CH:14][C:5]=1[CH2:6][N:7]1[CH2:12][CH2:11][O:10][CH2:9][C:8]1=[O:13].